This data is from Reaction yield outcomes from USPTO patents with 853,638 reactions. The task is: Predict the reaction yield, written as a fraction of the theoretical maximum amount of product (1.0 means a 100% yield; for example, 0.34 means a 34% yield). (1) The reactants are Br[CH:2]([C:7]1[CH:12]=[C:11]([Cl:13])[CH:10]=[C:9]([Cl:14])[CH:8]=1)[C:3]([F:6])([F:5])[F:4].[CH:15]([C:17]1[CH:22]=[CH:21][C:20]([N:23]2[CH:27]=[N:26][CH:25]=[N:24]2)=[CH:19][CH:18]=1)=[CH2:16].N1C=CC=CC=1C1C=CC=CN=1. The catalyst is ClC1C=CC=CC=1Cl.Cl[Cu]. The product is [Cl:14][C:9]1[CH:8]=[C:7]([CH:2]([C:3]([F:6])([F:5])[F:4])/[CH:16]=[CH:15]/[C:17]2[CH:18]=[CH:19][C:20]([N:23]3[CH:27]=[N:26][CH:25]=[N:24]3)=[CH:21][CH:22]=2)[CH:12]=[C:11]([Cl:13])[CH:10]=1. The yield is 0.320. (2) The reactants are C(OC([NH:8][C@@H:9]([CH3:35])[C:10]([O:12][CH2:13][CH2:14][CH2:15][CH2:16][CH2:17][CH2:18][CH2:19][CH2:20][CH2:21][CH2:22][CH2:23][CH2:24][CH2:25][CH2:26][CH2:27][CH2:28][CH2:29][CH2:30][CH2:31][CH2:32][CH2:33][CH3:34])=[O:11])=O)(C)(C)C.[F:36][C:37]([F:42])([F:41])[C:38]([OH:40])=[O:39]. No catalyst specified. The product is [F:36][C:37]([F:42])([F:41])[C:38]([O-:40])=[O:39].[CH2:13]([O:12][C:10](=[O:11])[C@@H:9]([NH3+:8])[CH3:35])[CH2:14][CH2:15][CH2:16][CH2:17][CH2:18][CH2:19][CH2:20][CH2:21][CH2:22][CH2:23][CH2:24][CH2:25][CH2:26][CH2:27][CH2:28][CH2:29][CH2:30][CH2:31][CH2:32][CH2:33][CH3:34]. The yield is 0.790. (3) The reactants are [Cl:1][C:2]1[C:7]([Cl:8])=[CH:6][C:5]([NH:9][C:10]2[C:19]3[C:14](=[CH:15][C:16](F)=[C:17]([N+:20]([O-:22])=[O:21])[CH:18]=3)[N:13]=[CH:12][N:11]=2)=[C:4]([F:24])[CH:3]=1.C([Si](C)(C)[O:30][CH2:31][CH2:32][O:33][CH2:34][CH2:35][OH:36])(C)(C)C.C([Si](C)(C)OCCOC(O)C)(C)(C)C.C[Si](C)(C)[O-].[K+]. The catalyst is CS(C)=O. The product is [Cl:1][C:2]1[C:7]([Cl:8])=[CH:6][C:5]([NH:9][C:10]2[C:19]3[C:14](=[CH:15][C:16]([O:30][CH2:31][CH2:32][O:33][CH2:34][CH2:35][OH:36])=[C:17]([N+:20]([O-:22])=[O:21])[CH:18]=3)[N:13]=[CH:12][N:11]=2)=[C:4]([F:24])[CH:3]=1. The yield is 0.240.